Dataset: NCI-60 drug combinations with 297,098 pairs across 59 cell lines. Task: Regression. Given two drug SMILES strings and cell line genomic features, predict the synergy score measuring deviation from expected non-interaction effect. Drug 1: CCC1(CC2CC(C3=C(CCN(C2)C1)C4=CC=CC=C4N3)(C5=C(C=C6C(=C5)C78CCN9C7C(C=CC9)(C(C(C8N6C)(C(=O)OC)O)OC(=O)C)CC)OC)C(=O)OC)O.OS(=O)(=O)O. Drug 2: CC1=C2C(C(=O)C3(C(CC4C(C3C(C(C2(C)C)(CC1OC(=O)C(C(C5=CC=CC=C5)NC(=O)OC(C)(C)C)O)O)OC(=O)C6=CC=CC=C6)(CO4)OC(=O)C)O)C)O. Cell line: RXF 393. Synergy scores: CSS=-0.804, Synergy_ZIP=-0.709, Synergy_Bliss=-2.93, Synergy_Loewe=-1.95, Synergy_HSA=-2.59.